This data is from NCI-60 drug combinations with 297,098 pairs across 59 cell lines. The task is: Regression. Given two drug SMILES strings and cell line genomic features, predict the synergy score measuring deviation from expected non-interaction effect. (1) Drug 1: CC1C(C(CC(O1)OC2CC(CC3=C2C(=C4C(=C3O)C(=O)C5=C(C4=O)C(=CC=C5)OC)O)(C(=O)C)O)N)O.Cl. Drug 2: COC1=NC(=NC2=C1N=CN2C3C(C(C(O3)CO)O)O)N. Cell line: BT-549. Synergy scores: CSS=21.6, Synergy_ZIP=2.27, Synergy_Bliss=9.80, Synergy_Loewe=-18.0, Synergy_HSA=7.40. (2) Drug 1: CCN(CC)CCCC(C)NC1=C2C=C(C=CC2=NC3=C1C=CC(=C3)Cl)OC. Drug 2: CC1=C(C(=O)C2=C(C1=O)N3CC4C(C3(C2COC(=O)N)OC)N4)N. Cell line: PC-3. Synergy scores: CSS=24.1, Synergy_ZIP=-7.44, Synergy_Bliss=-2.64, Synergy_Loewe=-2.84, Synergy_HSA=-1.10.